From a dataset of Forward reaction prediction with 1.9M reactions from USPTO patents (1976-2016). Predict the product of the given reaction. (1) Given the reactants [N+:1]([C:4]1[CH:17]=[CH:16][C:7]2[CH2:8][CH2:9][N:10]([CH2:13][CH2:14][CH3:15])[CH2:11][CH2:12][C:6]=2[CH:5]=1)([O-])=O.[H][H], predict the reaction product. The product is: [CH2:13]([N:10]1[CH2:9][CH2:8][C:7]2[CH:16]=[CH:17][C:4]([NH2:1])=[CH:5][C:6]=2[CH2:12][CH2:11]1)[CH2:14][CH3:15]. (2) The product is: [O:1]1[CH2:5][CH2:4][O:3][CH:2]1[C:6]1[CH:7]=[C:8]([B:21]([OH:26])[OH:22])[C:9]([F:12])=[N:10][CH:11]=1. Given the reactants [O:1]1[CH2:5][CH2:4][O:3][CH:2]1[C:6]1[CH:7]=[CH:8][C:9]([F:12])=[N:10][CH:11]=1.C([N-]C(C)C)(C)C.[Li+].[B:21](OC(C)C)([O:26]C(C)C)[O:22]C(C)C.[OH-].[Na+], predict the reaction product.